From a dataset of Catalyst prediction with 721,799 reactions and 888 catalyst types from USPTO. Predict which catalyst facilitates the given reaction. (1) Reactant: [CH2:1]([N:8]1[CH2:13][CH2:12][N:11]([C:14]([C:16]2[CH:20]=[C:19]([CH3:21])[N:18]([C:22]3[CH:27]=[CH:26][CH:25]=[CH:24][CH:23]=3)[C:17]=2[C:28]2[CH:33]=[CH:32][CH:31]=[CH:30][CH:29]=2)=[O:15])[C@H:10]([CH:34]=[O:35])[CH2:9]1)[C:2]1[CH:7]=[CH:6][CH:5]=[CH:4][CH:3]=1.[CH:36]([Mg]Cl)([CH3:38])[CH3:37].[Cl-].[NH4+]. Product: [CH2:1]([N:8]1[CH2:13][CH2:12][N:11]([C:14]([C:16]2[CH:20]=[C:19]([CH3:21])[N:18]([C:22]3[CH:27]=[CH:26][CH:25]=[CH:24][CH:23]=3)[C:17]=2[C:28]2[CH:29]=[CH:30][CH:31]=[CH:32][CH:33]=2)=[O:15])[C@H:10]([CH:34]([OH:35])[CH:36]([CH3:38])[CH3:37])[CH2:9]1)[C:2]1[CH:7]=[CH:6][CH:5]=[CH:4][CH:3]=1. The catalyst class is: 1. (2) Reactant: FC(F)(F)S(O[C:7]1[CH:8]=[CH:9][CH:10]=[C:11]2[C:16]=1[N:15]=[C:14]([C:17]1[N:21]3[CH:22]=[CH:23][CH:24]=[CH:25][C:20]3=[N:19][N:18]=1)[CH:13]=[CH:12]2)(=O)=O.[NH2:28][CH:29]1[CH2:34][CH2:33][N:32]([C:35]([O:37][C:38]([CH3:41])([CH3:40])[CH3:39])=[O:36])[CH2:31][CH2:30]1.C1C=CC(P(C2C(C3C(P(C4C=CC=CC=4)C4C=CC=CC=4)=CC=C4C=3C=CC=C4)=C3C(C=CC=C3)=CC=2)C2C=CC=CC=2)=CC=1.C(=O)([O-])[O-].[Cs+].[Cs+]. Product: [N:19]1[N:18]=[C:17]([C:14]2[CH:13]=[CH:12][C:11]3[C:16](=[C:7]([NH:28][CH:29]4[CH2:30][CH2:31][N:32]([C:35]([O:37][C:38]([CH3:41])([CH3:40])[CH3:39])=[O:36])[CH2:33][CH2:34]4)[CH:8]=[CH:9][CH:10]=3)[N:15]=2)[N:21]2[CH:22]=[CH:23][CH:24]=[CH:25][C:20]=12. The catalyst class is: 110. (3) Reactant: [N:1]([C@H:4]([C@H:26]1[O:30][C:29](=[O:31])[C@H:28]([CH:32]([CH3:34])[CH3:33])[CH2:27]1)[CH2:5][C@H:6]([CH:10]([OH:25])[C:11]1[CH:16]=[C:15]([O:17][CH2:18][CH2:19][CH2:20][O:21][CH3:22])[CH:14]=[C:13]([O:23][CH3:24])[CH:12]=1)[CH:7]([CH3:9])[CH3:8])=[N+:2]=[N-:3].N1C=CC=CC=1.[C:41](O[C:41](=[O:45])[CH:42]([CH3:44])[CH3:43])(=[O:45])[CH:42]([CH3:44])[CH3:43]. Product: [N:1]([C@H:4]([C@@H:26]1[CH2:27][C@@H:28]([CH:32]([CH3:34])[CH3:33])[C:29](=[O:31])[O:30]1)[CH2:5][CH:6]([CH:7]([CH3:8])[CH3:9])[C@H:10]([O:25][C:41](=[O:45])[CH:42]([CH3:44])[CH3:43])[C:11]1[CH:16]=[C:15]([O:17][CH2:18][CH2:19][CH2:20][O:21][CH3:22])[CH:14]=[C:13]([O:23][CH3:24])[CH:12]=1)=[N+:2]=[N-:3]. The catalyst class is: 79. (4) Reactant: [F:1][C:2]1[CH:7]=[CH:6][C:5]([CH:8]2[C:13]3=[N:14][NH:15][C:16](=[O:21])[C:17]4[CH:18]=[CH:19][CH:20]=[C:11]([C:12]=43)[NH:10][CH:9]2[C:22]2[CH:29]=[CH:28][C:25]([CH:26]=O)=[CH:24][CH:23]=2)=[CH:4][CH:3]=1.[CH3:30][CH:31]1[CH2:36][NH:35][CH2:34][CH:33]([CH3:37])[N:32]1[C:38]([O:40][C:41]([CH3:44])([CH3:43])[CH3:42])=[O:39]. Product: [F:1][C:2]1[CH:3]=[CH:4][C:5]([CH:8]2[C:13]3=[N:14][NH:15][C:16](=[O:21])[C:17]4[CH:18]=[CH:19][CH:20]=[C:11]([C:12]=43)[NH:10][CH:9]2[C:22]2[CH:29]=[CH:28][C:25]([CH2:26][N:35]3[CH2:36][C@@H:31]([CH3:30])[N:32]([C:38]([O:40][C:41]([CH3:42])([CH3:44])[CH3:43])=[O:39])[C@H:33]([CH3:37])[CH2:34]3)=[CH:24][CH:23]=2)=[CH:6][CH:7]=1. The catalyst class is: 2. (5) Reactant: Br[C:2]1[CH:25]=[CH:24][C:5]2[C:6]3[N:7]=[C:8]([C:14]4[N:15]([CH2:19][C:20]([NH:22][CH3:23])=[O:21])[CH:16]=[CH:17][N:18]=4)[S:9][C:10]=3[CH2:11][CH2:12][O:13][C:4]=2[CH:3]=1.[CH3:26][C:27]([OH:44])([CH3:43])[CH2:28][N:29]1[CH:33]=[C:32](B2OC(C)(C)C(C)(C)O2)[CH:31]=[N:30]1. Product: [OH:44][C:27]([CH3:43])([CH3:26])[CH2:28][N:29]1[CH:33]=[C:32]([C:2]2[CH:25]=[CH:24][C:5]3[C:6]4[N:7]=[C:8]([C:14]5[N:15]([CH2:19][C:20]([NH:22][CH3:23])=[O:21])[CH:16]=[CH:17][N:18]=5)[S:9][C:10]=4[CH2:11][CH2:12][O:13][C:4]=3[CH:3]=2)[CH:31]=[N:30]1. The catalyst class is: 45.